From a dataset of Full USPTO retrosynthesis dataset with 1.9M reactions from patents (1976-2016). Predict the reactants needed to synthesize the given product. (1) The reactants are: [Cl:1][C:2]1[N:7]=[CH:6][C:5]([CH2:8][NH:9][C:10]([C:12]2([C:27]#[N:28])[CH2:17][CH2:16][N:15]([C:18]3[C:19]4[CH:26]=[CH:25][NH:24][C:20]=4[N:21]=[CH:22][N:23]=3)[CH2:14][CH2:13]2)=[O:11])=[CH:4][CH:3]=1.[OH-].[Na+].N.C(O)C.[H][H]. Given the product [NH2:28][CH2:27][C:12]1([C:10]([NH:9][CH2:8][C:5]2[CH:6]=[N:7][C:2]([Cl:1])=[CH:3][CH:4]=2)=[O:11])[CH2:13][CH2:14][N:15]([C:18]2[C:19]3[CH:26]=[CH:25][NH:24][C:20]=3[N:21]=[CH:22][N:23]=2)[CH2:16][CH2:17]1, predict the reactants needed to synthesize it. (2) Given the product [OH:5][CH2:4][C:3]1[N:7]=[C:8]([C:9]([O:11][CH2:12][CH3:13])=[O:10])[S:14][CH:2]=1, predict the reactants needed to synthesize it. The reactants are: Br[CH2:2][C:3](=O)[CH2:4][OH:5].[NH2:7][C:8](=[S:14])[C:9]([O:11][CH2:12][CH3:13])=[O:10]. (3) Given the product [CH3:47][C:44]([C:48]1[CH:49]=[CH:50][C:51]([CH2:52][N:41]2[CH2:40][CH2:39][CH:38]([CH2:37][N:27]([C:24]3[CH:25]=[N:26][C:21]([N:15]4[CH2:16][CH2:17][O:18][CH2:19][CH2:20]4)=[CH:22][CH:23]=3)[C:28](=[O:36])[CH2:29][CH:30]3[CH2:35][CH2:34][O:33][CH2:32][CH2:31]3)[CH2:43][CH2:42]2)=[CH:54][CH:55]=1)([CH3:45])[CH3:46], predict the reactants needed to synthesize it. The reactants are: C(O[BH-](OC(=O)C)OC(=O)C)(=O)C.Cl.[N:15]1([C:21]2[N:26]=[CH:25][C:24]([N:27]([CH2:37][CH:38]3[CH2:43][CH2:42][NH:41][CH2:40][CH2:39]3)[C:28](=[O:36])[CH2:29][CH:30]3[CH2:35][CH2:34][O:33][CH2:32][CH2:31]3)=[CH:23][CH:22]=2)[CH2:20][CH2:19][O:18][CH2:17][CH2:16]1.[C:44]([C:48]1[CH:55]=[CH:54][C:51]([CH:52]=O)=[CH:50][CH:49]=1)([CH3:47])([CH3:46])[CH3:45].